This data is from Full USPTO retrosynthesis dataset with 1.9M reactions from patents (1976-2016). The task is: Predict the reactants needed to synthesize the given product. (1) Given the product [F:1][C:2]1[CH:7]=[C:6]([F:8])[CH:5]=[CH:4][C:3]=1[CH2:9][C:10]([CH2:34][N+:31]([O-:33])=[O:32])=[O:12], predict the reactants needed to synthesize it. The reactants are: [F:1][C:2]1[CH:7]=[C:6]([F:8])[CH:5]=[CH:4][C:3]=1[CH2:9][C:10]([OH:12])=O.C(N1C=CN=C1)(N1C=CN=C1)=O.CC(C)([O-])C.[K+].[N+:31]([CH3:34])([O-:33])=[O:32].FC1C=C(F)C=CC=1CC(N1C=CN=C1)=O.Cl. (2) The reactants are: [OH:1][C:2]1[CH:3]=[C:4]([CH2:8][CH2:9][CH2:10][N:11]2[C:19](=[O:20])[C:18]3[C:13](=[CH:14][CH:15]=[CH:16][CH:17]=3)[C:12]2=[O:21])[CH:5]=[CH:6][CH:7]=1.[O:22]1[CH2:27][CH2:26][CH2:25][CH2:24][CH:23]1[CH2:28]O. Given the product [O:22]1[CH2:27][CH2:26][CH2:25][CH2:24][CH:23]1[CH2:28][O:1][C:2]1[CH:3]=[C:4]([CH2:8][CH2:9][CH2:10][N:11]2[C:19](=[O:20])[C:18]3[C:13](=[CH:14][CH:15]=[CH:16][CH:17]=3)[C:12]2=[O:21])[CH:5]=[CH:6][CH:7]=1, predict the reactants needed to synthesize it. (3) Given the product [Br:1][C:2]1[CH:3]=[CH:4][C:5]([CH:8]([C:20]2[CH:25]=[CH:24][CH:23]=[CH:22][C:21]=2[CH3:26])[CH2:9][C:10]([C:12]2[C:13]([CH3:19])=[CH:14][C:15](=[O:18])[N:16]([CH3:29])[CH:17]=2)=[O:11])=[CH:6][CH:7]=1, predict the reactants needed to synthesize it. The reactants are: [Br:1][C:2]1[CH:7]=[CH:6][C:5]([CH:8]([C:20]2[CH:25]=[CH:24][CH:23]=[CH:22][C:21]=2[CH3:26])[CH2:9][C:10]([C:12]2[C:13]([CH3:19])=[CH:14][C:15](=[O:18])[NH:16][CH:17]=2)=[O:11])=[CH:4][CH:3]=1.IC.[C:29](=O)([O-])[O-].[K+].[K+]. (4) Given the product [C:21]([NH:1][C:2]1[C:3](=[O:20])[N:4]([C:14]2[CH:15]=[CH:16][CH:17]=[CH:18][CH:19]=2)[CH:5]=[C:6]([C:8]2[CH:13]=[CH:12][CH:11]=[CH:10][N:9]=2)[CH:7]=1)(=[O:28])[C:22]1[CH:27]=[CH:26][CH:25]=[CH:24][CH:23]=1, predict the reactants needed to synthesize it. The reactants are: [NH2:1][C:2]1[C:3](=[O:20])[N:4]([C:14]2[CH:19]=[CH:18][CH:17]=[CH:16][CH:15]=2)[CH:5]=[C:6]([C:8]2[CH:13]=[CH:12][CH:11]=[CH:10][N:9]=2)[CH:7]=1.[C:21](Cl)(=[O:28])[C:22]1[CH:27]=[CH:26][CH:25]=[CH:24][CH:23]=1. (5) Given the product [CH:22]1([CH2:30][O:1][C:2]2[CH:3]=[C:4]([CH2:8][CH2:9][CH2:10][N:11]3[C:19](=[O:20])[C:18]4[C:13](=[CH:14][CH:15]=[CH:16][CH:17]=4)[C:12]3=[O:21])[CH:5]=[CH:6][CH:7]=2)[CH2:29][CH2:28][CH2:27][CH2:26][CH2:25][CH2:24][CH2:23]1, predict the reactants needed to synthesize it. The reactants are: [OH:1][C:2]1[CH:3]=[C:4]([CH2:8][CH2:9][CH2:10][N:11]2[C:19](=[O:20])[C:18]3[C:13](=[CH:14][CH:15]=[CH:16][CH:17]=3)[C:12]2=[O:21])[CH:5]=[CH:6][CH:7]=1.[CH:22]1([CH2:30]O)[CH2:29][CH2:28][CH2:27][CH2:26][CH2:25][CH2:24][CH2:23]1.